Dataset: Full USPTO retrosynthesis dataset with 1.9M reactions from patents (1976-2016). Task: Predict the reactants needed to synthesize the given product. (1) Given the product [Cl:31][C:30]1[C:25]([NH:24][C:2]2[C:11]3[C:6](=[CH:7][C:8]([O:19][CH2:20][CH2:21][CH2:22][Cl:23])=[CH:9][C:10]=3[O:12][CH:13]3[CH2:18][CH2:17][O:16][CH2:15][CH2:14]3)[N:5]=[CH:4][N:3]=2)=[C:26]2[O:34][CH2:33][O:32][C:27]2=[N:28][CH:29]=1, predict the reactants needed to synthesize it. The reactants are: Cl[C:2]1[C:11]2[C:6](=[CH:7][C:8]([O:19][CH2:20][CH2:21][CH2:22][Cl:23])=[CH:9][C:10]=2[O:12][CH:13]2[CH2:18][CH2:17][O:16][CH2:15][CH2:14]2)[N:5]=[CH:4][N:3]=1.[NH2:24][C:25]1[C:30]([Cl:31])=[CH:29][N:28]=[C:27]2[O:32][CH2:33][O:34][C:26]=12. (2) Given the product [NH2:13][C:12]1[NH:36][N:35]=[C:10]([CH:7]2[CH2:8][CH2:9][N:4]([C:1](=[O:34])[CH3:2])[CH2:5][CH2:6]2)[C:11]=1[C:14]1[S:15][C:16]2[CH:22]=[CH:21][CH:20]=[CH:19][C:17]=2[N:18]=1, predict the reactants needed to synthesize it. The reactants are: [C:1]([N:4]1[CH2:9][CH2:8][CH:7]([C:10](OS(C2C=CC(C)=CC=2)(=O)=O)=[C:11]([C:14]2[S:15][C:16]3[CH:22]=[CH:21][CH:20]=[CH:19][C:17]=3[N:18]=2)[C:12]#[N:13])[CH2:6][CH2:5]1)(=O)[CH3:2].[OH2:34].[NH2:35][NH2:36]. (3) The reactants are: Br.[C:2]1([C:8]2[N:13]=[CH:12][C:11]([CH2:14][CH2:15][NH:16]C(=O)OCC3C=CC=CC=3)=[CH:10][CH:9]=2)[CH:7]=[CH:6][CH:5]=[CH:4][CH:3]=1. Given the product [C:2]1([C:8]2[N:13]=[CH:12][C:11]([CH2:14][CH2:15][NH2:16])=[CH:10][CH:9]=2)[CH:7]=[CH:6][CH:5]=[CH:4][CH:3]=1, predict the reactants needed to synthesize it. (4) Given the product [Cl:9][C:6]1[N:5]=[C:4]([NH2:10])[N:3]=[C:2]([NH:11][CH2:12][C:13]2[CH:18]=[CH:17][C:16]([O:19][CH3:20])=[CH:15][CH:14]=2)[C:7]=1[NH2:8], predict the reactants needed to synthesize it. The reactants are: Cl[C:2]1[C:7]([NH2:8])=[C:6]([Cl:9])[N:5]=[C:4]([NH2:10])[N:3]=1.[NH2:11][CH2:12][C:13]1[CH:18]=[CH:17][C:16]([O:19][CH3:20])=[CH:15][CH:14]=1. (5) Given the product [CH2:3]([C:5]1[CH:6]=[CH:7][C:8]([C:11]2[N:12]([CH2:22]/[CH:23]=[CH:24]/[C:25]([O:27][CH2:28][CH3:29])=[O:26])[C:13](=[O:20])[C:14]([CH:17]([CH3:19])[CH3:18])([CH3:16])[N:15]=2)=[N:9][CH:10]=1)[CH3:4], predict the reactants needed to synthesize it. The reactants are: [H-].[Na+].[CH2:3]([C:5]1[CH:6]=[CH:7][C:8]([C:11]2[NH:12][C:13](=[O:20])[C:14]([CH:17]([CH3:19])[CH3:18])([CH3:16])[N:15]=2)=[N:9][CH:10]=1)[CH3:4].Br[CH2:22]/[CH:23]=[CH:24]/[C:25]([O:27][CH2:28][CH3:29])=[O:26]. (6) Given the product [Cl:1][C:2]1[CH:3]=[CH:4][C:5]([CH2:6][N:7]2[C:12](=[N:13][C:14]3[CH:19]=[CH:18][C:17]([CH:20]=[N:21][O:22][CH3:23])=[C:16]([F:24])[CH:15]=3)[N:11]([CH3:25])[C:10](=[O:26])[N:9]([CH2:27][C@@H:28]([C:30]([OH:32])=[O:31])[CH3:29])[C:8]2=[O:34])=[CH:35][CH:36]=1, predict the reactants needed to synthesize it. The reactants are: [Cl:1][C:2]1[CH:36]=[CH:35][C:5]([CH2:6][N:7]2[C:12](=[N:13][C:14]3[CH:19]=[CH:18][C:17]([CH:20]=[N:21][O:22][CH3:23])=[C:16]([F:24])[CH:15]=3)[N:11]([CH3:25])[C:10](=[O:26])[N:9]([CH2:27][C@@H:28]([C:30]([O:32]C)=[O:31])[CH3:29])[C:8]2=[O:34])=[CH:4][CH:3]=1.CO.[OH-].[Li+].C(O)(=O)CC(CC(O)=O)(C(O)=O)O. (7) Given the product [C:18]1([C:28]2[CH:29]=[CH:16][CH:15]=[C:14]([O:13][CH3:12])[CH:27]=2)[CH2:23][CH2:22][CH2:21][CH2:20][CH:19]=1, predict the reactants needed to synthesize it. The reactants are: [O:13]1[CH:14]=[CH:15][CH:16]=[C:12]1P([C:12]1[O:13][CH:14]=[CH:15][CH:16]=1)[C:12]1[O:13][CH:14]=[CH:15][CH:16]=1.[Br-].[C:18]1([Zn+])[CH:23]=[CH:22][CH:21]=[CH:20][CH:19]=1.CN1C[CH2:29][CH2:28][C:27]1=O. (8) Given the product [NH2:1][C:2]1[CH:3]=[CH:4][C:5]([CH2:8][CH2:9][C:10]([NH2:12])=[O:11])=[CH:6][C:7]=1[Br:13], predict the reactants needed to synthesize it. The reactants are: [NH2:1][C:2]1[CH:7]=[CH:6][C:5]([CH2:8][CH2:9][C:10]([NH2:12])=[O:11])=[CH:4][CH:3]=1.[Br:13]N1C(=O)CCC1=O.